This data is from Reaction yield outcomes from USPTO patents with 853,638 reactions. The task is: Predict the reaction yield, written as a fraction of the theoretical maximum amount of product (1.0 means a 100% yield; for example, 0.34 means a 34% yield). (1) The reactants are CO[C:3](=[O:29])[C:4]1[CH:9]=[CH:8][N:7]=[C:6]([N:10]2[CH2:15][CH2:14][N:13]([C:16](=[O:28])[C:17]3[CH:22]=[C:21](F)[CH:20]=[CH:19][C:18]=3[C:24]([F:27])([F:26])[F:25])[CH2:12][CH2:11]2)[CH:5]=1.[CH2:30]([NH2:36])[CH2:31][CH2:32][CH2:33][CH2:34][CH3:35].[C-:37]#[N:38].[Na+]. No catalyst specified. The product is [CH2:30]([NH:36][C:3](=[O:29])[C:4]1[CH:9]=[CH:8][N:7]=[C:6]([N:10]2[CH2:15][CH2:14][N:13]([C:16](=[O:28])[C:17]3[CH:22]=[C:21]([NH:38][CH2:37][CH2:6][CH2:5][CH2:4][CH2:9][CH3:8])[CH:20]=[CH:19][C:18]=3[C:24]([F:27])([F:26])[F:25])[CH2:12][CH2:11]2)[CH:5]=1)[CH2:31][CH2:32][CH2:33][CH2:34][CH3:35]. The yield is 0.530. (2) The reactants are [C:1]([O-])(=O)C.[Na+].[C:6]([O-:9])([O-])=[O:7].[K+].[K+].[CH2:12]([O:19][C:20]1[N:25]=[CH:24][C:23]([OH:26])=[C:22]([C:27]#[C:28][C:29]2[CH:34]=[CH:33][C:32]([F:35])=[CH:31][CH:30]=2)[CH:21]=1)[C:13]1[CH:18]=[CH:17][CH:16]=[CH:15][CH:14]=1. The catalyst is CO.O.O.[Cu](Cl)Cl.[Pd](Cl)Cl. The product is [CH2:12]([O:19][C:20]1[CH:21]=[C:22]2[C:27]([C:6]([O:9][CH3:1])=[O:7])=[C:28]([C:29]3[CH:34]=[CH:33][C:32]([F:35])=[CH:31][CH:30]=3)[O:26][C:23]2=[CH:24][N:25]=1)[C:13]1[CH:14]=[CH:15][CH:16]=[CH:17][CH:18]=1. The yield is 1.00. (3) The reactants are [C:1]([O:5][C:6]([N:8]1[CH2:12][C:11]([F:14])([F:13])[CH2:10][C@H:9]1[CH:15]=O)=[O:7])([CH3:4])([CH3:3])[CH3:2].[Cl:17][C:18]1[CH:19]=[C:20]([CH:22]=[CH:23][CH:24]=1)[NH2:21].[BH4-].[Na+]. The catalyst is CC(C)[O-].CC(C)[O-].CC(C)[O-].CC(C)[O-].[Ti+4].CO. The product is [C:1]([O:5][C:6]([N:8]1[CH2:12][C:11]([F:14])([F:13])[CH2:10][C@H:9]1[CH2:15][NH:21][C:20]1[CH:22]=[CH:23][CH:24]=[C:18]([Cl:17])[CH:19]=1)=[O:7])([CH3:4])([CH3:3])[CH3:2]. The yield is 0.120. (4) The reactants are [CH2:1]([O:8][C:9]1[CH:10]=[C:11]([NH2:15])[CH:12]=[CH:13][CH:14]=1)[C:2]1[CH:7]=[CH:6][CH:5]=[CH:4][CH:3]=1.[CH3:16][C:17]1([CH3:25])[O:22][C:21](=[O:23])[CH2:20][C:19](=[O:24])[O:18]1.[CH2:26](OC(OCC)OCC)C. The catalyst is CCO. The product is [CH2:1]([O:8][C:9]1[CH:10]=[C:11]([NH:15][CH:26]=[C:20]2[C:21](=[O:23])[O:22][C:17]([CH3:25])([CH3:16])[O:18][C:19]2=[O:24])[CH:12]=[CH:13][CH:14]=1)[C:2]1[CH:3]=[CH:4][CH:5]=[CH:6][CH:7]=1. The yield is 0.965. (5) The reactants are [CH3:1][NH:2][C@@H:3]([C:10]1[CH:15]=[CH:14][CH:13]=[CH:12][CH:11]=1)[CH2:4][N:5]1[CH2:9][CH2:8][CH2:7][CH2:6]1.[CH3:16][O:17][CH:18]([C:22]1[CH:27]=[CH:26][CH:25]=[CH:24][CH:23]=1)[C:19]([OH:21])=O.C(N(CC)C(C)C)(C)C.F[B-](F)(F)F.N1(OC(N(C)C)=[N+](C)C)C2C=CC=CC=2N=N1.[ClH:59]. The catalyst is C(#N)C. The product is [ClH:59].[CH3:16][O:17][CH:18]([C:22]1[CH:27]=[CH:26][CH:25]=[CH:24][CH:23]=1)[C:19]([N:2]([CH3:1])[C@@H:3]([C:10]1[CH:15]=[CH:14][CH:13]=[CH:12][CH:11]=1)[CH2:4][N:5]1[CH2:6][CH2:7][CH2:8][CH2:9]1)=[O:21]. The yield is 0.350. (6) The reactants are [CH:1]1([CH2:7][C@H:8]([N:12]2[C:16](=[O:17])[C@H:15]([CH2:18][CH:19]3[CH2:24][CH2:23][CH2:22][CH2:21][CH2:20]3)[NH:14][C:13]2=[O:25])[C:9]([OH:11])=O)[CH2:6][CH2:5][CH2:4][CH2:3][CH2:2]1.C(N(C(C)C)CC)(C)C.CN(C(ON1N=NC2C=CC=CC1=2)=[N+](C)C)C.F[P-](F)(F)(F)(F)F.[NH2:59][C:60]1[S:61][CH:62]=[CH:63][N:64]=1. The catalyst is CN1CCCC1=O.O. The product is [CH:1]1([CH2:7][C@H:8]([N:12]2[C:16](=[O:17])[C@H:15]([CH2:18][CH:19]3[CH2:20][CH2:21][CH2:22][CH2:23][CH2:24]3)[NH:14][C:13]2=[O:25])[C:9]([NH:59][C:60]2[S:61][CH:62]=[CH:63][N:64]=2)=[O:11])[CH2:6][CH2:5][CH2:4][CH2:3][CH2:2]1. The yield is 0.880.